Dataset: Forward reaction prediction with 1.9M reactions from USPTO patents (1976-2016). Task: Predict the product of the given reaction. (1) Given the reactants [CH2:1]([O:3][C:4]([C:6]1[N:14]([CH3:15])[C:13]2[CH:12]=[CH:11][N:10]=[N:9][C:8]=2[C:7]=1[NH:16][C:17]1[CH:22]=[CH:21][C:20]([Si](C)(C)C)=[CH:19][C:18]=1[F:27])=[O:5])[CH3:2].[I:28]Cl.C(OCC)(=O)C, predict the reaction product. The product is: [CH2:1]([O:3][C:4]([C:6]1[N:14]([CH3:15])[C:13]2[CH:12]=[CH:11][N:10]=[N:9][C:8]=2[C:7]=1[NH:16][C:17]1[CH:22]=[CH:21][C:20]([I:28])=[CH:19][C:18]=1[F:27])=[O:5])[CH3:2]. (2) Given the reactants [Cl:1][C:2]1[CH:3]=[C:4]([CH:23]=[CH:24][C:25]=1[F:26])[CH2:5][N:6]1[CH2:15][CH2:14][C:13]2[C:12]([C:16]([O:18][CH2:19][CH3:20])=[O:17])=[N:11][CH:10]=[C:9]([OH:21])[C:8]=2[C:7]1=[O:22].[CH3:27][Si](C=[N+]=[N-])(C)C, predict the reaction product. The product is: [Cl:1][C:2]1[CH:3]=[C:4]([CH:23]=[CH:24][C:25]=1[F:26])[CH2:5][N:6]1[CH2:15][CH2:14][C:13]2[C:12]([C:16]([O:18][CH2:19][CH3:20])=[O:17])=[N:11][CH:10]=[C:9]([O:21][CH3:27])[C:8]=2[C:7]1=[O:22]. (3) Given the reactants [Br:1][C:2]1[C:3]([OH:12])=[N:4][C:5]([CH3:11])=[C:6]([N+:8]([O-:10])=[O:9])[CH:7]=1.[C:26]1(P([C:26]2[CH:31]=[CH:30][CH:29]=[CH:28][CH:27]=2)[C:26]2[CH:31]=[CH:30][CH:29]=[CH:28][CH:27]=2)[CH:31]=[CH:30][CH:29]=[CH:28][CH:27]=1.[N+](C(OC(C)C)=O)(C(O[CH:37]([CH3:39])[CH3:38])=O)=[N-], predict the reaction product. The product is: [Br:1][C:2]1[C:3]([O:12][C@H:29]2[CH2:28][CH2:27][C@@H:26]([CH:37]([CH3:39])[CH3:38])[CH2:31][CH2:30]2)=[N:4][C:5]([CH3:11])=[C:6]([N+:8]([O-:10])=[O:9])[CH:7]=1.